From a dataset of Catalyst prediction with 721,799 reactions and 888 catalyst types from USPTO. Predict which catalyst facilitates the given reaction. (1) Reactant: [C:1]([C:3]1[CH:8]=[CH:7][C:6]([N:9]2[CH2:15][CH:14]([CH2:16][C:17]([NH2:19])=O)[C:13]3[O:20][N:21]=[C:22]([CH3:23])[C:12]=3[C:11]3[CH:24]=[CH:25][C:26]([C:28]4[CH:29]=[N:30][N:31]([CH3:33])[CH:32]=4)=[CH:27][C:10]2=3)=[CH:5][CH:4]=1)#[N:2].C(N(CC)C(C)C)(C)C.C(OC(C(F)(F)F)=O)(C(F)(F)F)=O. Product: [C:17]([CH2:16][CH:14]1[CH2:15][N:9]([C:6]2[CH:5]=[CH:4][C:3]([C:1]#[N:2])=[CH:8][CH:7]=2)[C:10]2[CH:27]=[C:26]([C:28]3[CH:29]=[N:30][N:31]([CH3:33])[CH:32]=3)[CH:25]=[CH:24][C:11]=2[C:12]2[C:22]([CH3:23])=[N:21][O:20][C:13]1=2)#[N:19]. The catalyst class is: 326. (2) The catalyst class is: 8. Product: [NH2:29][CH2:28][CH2:27][S:24]([NH:23][C:21]1[CH:22]=[C:17]([C:15]([N:12]2[CH2:13][CH2:14][CH:9]([C:6]3[CH:7]=[CH:8][C:3]([C:1]#[N:2])=[CH:4][CH:5]=3)[CH2:10][CH2:11]2)=[O:16])[CH:18]=[CH:19][C:20]=1[CH3:40])(=[O:25])=[O:26]. Reactant: [C:1]([C:3]1[CH:8]=[CH:7][C:6]([CH:9]2[CH2:14][CH2:13][N:12]([C:15]([C:17]3[CH:18]=[CH:19][C:20]([CH3:40])=[C:21]([NH:23][S:24]([CH2:27][CH2:28][N:29]4C(=O)C5C(=CC=CC=5)C4=O)(=[O:26])=[O:25])[CH:22]=3)=[O:16])[CH2:11][CH2:10]2)=[CH:5][CH:4]=1)#[N:2].O.NN. (3) Reactant: Br[C:2]1[C:7]2[N:8]=[C:9]([S:12][CH3:13])[N:10]=[CH:11][C:6]=2[C:5](=[O:14])[N:4]([C:15]2[C:20]([Cl:21])=[CH:19][CH:18]=[CH:17][C:16]=2[Cl:22])[CH:3]=1.[C:23]([NH2:26])(=[O:25])[CH3:24].CC1(C)C2C(=C(P(C3C=CC=CC=3)C3C=CC=CC=3)C=CC=2)OC2C(P(C3C=CC=CC=3)C3C=CC=CC=3)=CC=CC1=2.C(=O)([O-])[O-].[Cs+].[Cs+]. Product: [Cl:22][C:16]1[CH:17]=[CH:18][CH:19]=[C:20]([Cl:21])[C:15]=1[N:4]1[CH:3]=[C:2]([NH:26][C:23](=[O:25])[CH3:24])[C:7]2[N:8]=[C:9]([S:12][CH3:13])[N:10]=[CH:11][C:6]=2[C:5]1=[O:14]. The catalyst class is: 62.